This data is from Reaction yield outcomes from USPTO patents with 853,638 reactions. The task is: Predict the reaction yield, written as a fraction of the theoretical maximum amount of product (1.0 means a 100% yield; for example, 0.34 means a 34% yield). (1) The reactants are [Cl:1][C:2]1[CH:7]=[CH:6][CH:5]=[CH:4][C:3]=1[CH:8]([O:10][C:11]([NH:13][C:14]1[C:15]([C:19]2[CH:32]=[CH:31][C:22]([CH2:23][S:24][CH2:25][CH2:26]C(OC)=O)=[CH:21][CH:20]=2)=[N:16][O:17][CH:18]=1)=[O:12])[CH3:9].SCC[S:36]([O-:39])(=[O:38])=[O:37].[Na+]. No catalyst specified. The product is [Cl:1][C:2]1[CH:7]=[CH:6][CH:5]=[CH:4][C:3]=1[CH:8]([O:10][C:11]([NH:13][C:14]1[C:15]([C:19]2[CH:20]=[CH:21][C:22]([CH2:23][S:24][CH2:25][CH2:26][S:36]([OH:39])(=[O:38])=[O:37])=[CH:31][CH:32]=2)=[N:16][O:17][CH:18]=1)=[O:12])[CH3:9]. The yield is 0.390. (2) The reactants are Br[C:2]1[CH:3]=[C:4]2[C:8](=[C:9]([CH3:11])[CH:10]=1)[NH:7][CH:6]=[C:5]2[CH3:12].O1CCOCC1.[C:19](=O)([O-:21])[O-:20].[Na+].[Na+]. The catalyst is O. The product is [CH3:12][C:5]1[C:4]2[C:8](=[C:9]([CH3:11])[CH:10]=[C:2]([C:19]([OH:21])=[O:20])[CH:3]=2)[NH:7][CH:6]=1. The yield is 0.930. (3) The reactants are [F:1][C:2]1[CH:13]=[CH:12][C:5]2[NH:6][C:7](=[O:11])[O:8][C:9](=[O:10])[C:4]=2[CH:3]=1.[H-].[Na+].[CH2:16](Br)[C:17]1[CH:22]=[CH:21][CH:20]=[CH:19][CH:18]=1. The catalyst is CN(C=O)C. The product is [CH2:16]([N:6]1[C:5]2[CH:12]=[CH:13][C:2]([F:1])=[CH:3][C:4]=2[C:9](=[O:10])[O:8][C:7]1=[O:11])[C:17]1[CH:22]=[CH:21][CH:20]=[CH:19][CH:18]=1. The yield is 0.420. (4) The reactants are C(ON=O)CC(C)C.I[CH2:10][I:11].NC1[CH:22]=[C:21]2[C:16]([CH2:17][CH2:18][N:19]([C:24]3[CH:25]=[N:26][CH:27]=[CH:28][C:29]=3[C:30]([F:33])([F:32])[F:31])[C:20]2=[O:23])=[CH:15][C:14]=1[F:34].C(OCC)(=O)C. The catalyst is C1COCC1.CCCCCC.[Cu]I. The product is [F:34][C:14]1[CH:15]=[C:16]2[C:21](=[CH:22][C:10]=1[I:11])[C:20](=[O:23])[N:19]([C:24]1[CH:25]=[N:26][CH:27]=[CH:28][C:29]=1[C:30]([F:31])([F:33])[F:32])[CH2:18][CH2:17]2. The yield is 0.100.